From a dataset of Catalyst prediction with 721,799 reactions and 888 catalyst types from USPTO. Predict which catalyst facilitates the given reaction. (1) Reactant: [N+:1]([CH2:4][CH2:5][CH2:6][C:7]1[CH:12]=[CH:11][C:10]([CH2:13][CH2:14][CH2:15][CH2:16][CH2:17][CH2:18][CH2:19][CH3:20])=[CH:9][CH:8]=1)([O-:3])=[O:2].[C:21](=[O:24])([O-])[O-].[K+].[K+].[CH2:27]=[O:28]. Product: [N+:1]([C:4]([CH2:5][CH2:6][C:7]1[CH:8]=[CH:9][C:10]([CH2:13][CH2:14][CH2:15][CH2:16][CH2:17][CH2:18][CH2:19][CH3:20])=[CH:11][CH:12]=1)([CH2:21][OH:24])[CH2:27][OH:28])([O-:3])=[O:2]. The catalyst class is: 11. (2) Reactant: [NH2:1][S:2]([C:5]1[O:9][C:8]([C:10]([NH:12][C:13]([CH3:16])([CH3:15])[CH3:14])=[O:11])=[CH:7][CH:6]=1)(=[O:4])=[O:3].C1(P(C2CCCCC2)C2C=CC=CC=2C2C(C(C)C)=CC(C(C)C)=CC=2C(C)C)CCCCC1.C(=O)([O-])[O-].[Cs+].[Cs+].[CH2:57]([O:59][C:60](=[O:81])[C@H:61]([O:63][C:64]1[CH:69]=[C:68](Cl)[N:67]=[C:66]([S:71][CH2:72][C:73]2[CH:78]=[CH:77][CH:76]=[C:75]([F:79])[C:74]=2[F:80])[N:65]=1)[CH3:62])[CH3:58]. Product: [C:13]([NH:12][C:10]([C:8]1[O:9][C:5]([S:2]([NH:1][C:68]2[N:67]=[C:66]([S:71][CH2:72][C:73]3[CH:78]=[CH:77][CH:76]=[C:75]([F:79])[C:74]=3[F:80])[N:65]=[C:64]([O:63][C@H:61]([CH3:62])[C:60]([O:59][CH2:57][CH3:58])=[O:81])[CH:69]=2)(=[O:4])=[O:3])=[CH:6][CH:7]=1)=[O:11])([CH3:16])([CH3:15])[CH3:14]. The catalyst class is: 62. (3) Reactant: [NH:1]1[C:9]2[C:4](=[CH:5][C:6]([C:10]([N:12]3[CH2:18][C:17]4([CH3:20])[CH2:19][CH:13]3[CH2:14][C:15]([CH3:22])([CH3:21])[CH2:16]4)=[O:11])=[CH:7][CH:8]=2)[CH:3]=[CH:2]1.[CH2:23]([N:25]1[C:29](=[O:30])[CH:28]=[CH:27][C:26]1=[O:31])[CH3:24]. Product: [CH2:23]([N:25]1[C:29](=[O:30])[CH2:28][CH:27]([C:3]2[C:4]3[C:9](=[CH:8][CH:7]=[C:6]([C:10]([N:12]4[CH2:18][C:17]5([CH3:20])[CH2:19][CH:13]4[CH2:14][C:15]([CH3:22])([CH3:21])[CH2:16]5)=[O:11])[CH:5]=3)[NH:1][CH:2]=2)[C:26]1=[O:31])[CH3:24]. The catalyst class is: 15. (4) Reactant: FC(F)(F)C(O[C:6](=[O:11])[C:7](F)(F)F)=O.[Br:14][C:15]1[C:16]([Cl:23])=[CH:17]C(C)=[N+:19]([O-])[CH:20]=1.CO. Product: [Br:14][C:15]1[C:16]([Cl:23])=[CH:17][C:7]([CH2:6][OH:11])=[N:19][CH:20]=1. The catalyst class is: 2. (5) The catalyst class is: 21. Product: [C:1]([C:3]1[CH:19]=[CH:18][C:6]([CH2:7][NH:8][C:9](=[O:17])[C:10]2[CH:15]=[CH:14][CH:13]=[C:12]([CH3:16])[CH:11]=2)=[C:5]([O:20][CH2:23][C:24]2[CH:29]=[CH:28][CH:27]=[CH:26][N:25]=2)[CH:4]=1)#[N:2]. Reactant: [C:1]([C:3]1[CH:19]=[CH:18][C:6]([CH2:7][NH:8][C:9](=[O:17])[C:10]2[CH:15]=[CH:14][CH:13]=[C:12]([CH3:16])[CH:11]=2)=[C:5]([OH:20])[CH:4]=1)#[N:2].Br.Br[CH2:23][C:24]1[CH:29]=[CH:28][CH:27]=[CH:26][N:25]=1.C(=O)([O-])[O-].[K+].[K+].